From a dataset of Forward reaction prediction with 1.9M reactions from USPTO patents (1976-2016). Predict the product of the given reaction. (1) Given the reactants Cl.[NH:2]1[CH2:7][CH2:6][CH2:5][C@@H:4]([NH:8][C:9]([C:11]2[C:15]3[N:16]=[CH:17][N:18]=[C:19]([C:20]4[C:28]5[O:27][CH2:26][O:25][C:24]=5[CH:23]=[CH:22][C:21]=4[O:29][CH2:30][CH:31]4[CH2:33][CH2:32]4)[C:14]=3[NH:13][CH:12]=2)=[O:10])[CH2:3]1.[C:34](Cl)(=[O:37])[CH2:35][CH3:36], predict the reaction product. The product is: [C:34]([N:2]1[CH2:7][CH2:6][CH2:5][C@@H:4]([NH:8][C:9]([C:11]2[C:15]3[N:16]=[CH:17][N:18]=[C:19]([C:20]4[C:28]5[O:27][CH2:26][O:25][C:24]=5[CH:23]=[CH:22][C:21]=4[O:29][CH2:30][CH:31]4[CH2:32][CH2:33]4)[C:14]=3[NH:13][CH:12]=2)=[O:10])[CH2:3]1)(=[O:37])[CH2:35][CH3:36]. (2) Given the reactants [Cl:1][C:2]1[CH:9]=[C:8]([N:10]([CH2:16][CH:17]2[CH2:22][CH2:21][CH2:20][CH2:19][CH2:18]2)[C@H:11]2[CH2:15][CH2:14][NH:13][CH2:12]2)[CH:7]=[CH:6][C:3]=1[C:4]#[N:5].[CH2:23]([S:26](Cl)(=[O:28])=[O:27])[CH2:24][CH3:25], predict the reaction product. The product is: [Cl:1][C:2]1[CH:9]=[C:8]([N:10]([CH2:16][CH:17]2[CH2:22][CH2:21][CH2:20][CH2:19][CH2:18]2)[C@H:11]2[CH2:15][CH2:14][N:13]([S:26]([CH2:23][CH2:24][CH3:25])(=[O:28])=[O:27])[CH2:12]2)[CH:7]=[CH:6][C:3]=1[C:4]#[N:5]. (3) The product is: [O:32]=[C:21]1[CH:20]=[CH:19][C:18](=[O:33])[N:22]1[C:23]1[CH:31]=[CH:30][C:26]([C:27]([NH:1][C@@H:2]([CH:15]([CH3:17])[CH3:16])[C:3]([NH:5][C@@H:6]([CH3:14])[C:7]([O:9][C:10]([CH3:11])([CH3:13])[CH3:12])=[O:8])=[O:4])=[O:28])=[CH:25][CH:24]=1. Given the reactants [NH2:1][C@@H:2]([CH:15]([CH3:17])[CH3:16])[C:3]([NH:5][C@@H:6]([CH3:14])[C:7]([O:9][C:10]([CH3:13])([CH3:12])[CH3:11])=[O:8])=[O:4].[C:18]1(=[O:33])[N:22]([C:23]2[CH:31]=[CH:30][C:26]([C:27](O)=[O:28])=[CH:25][CH:24]=2)[C:21](=[O:32])[CH:20]=[CH:19]1.CN(C(ON1N=NC2C=CC=CC1=2)=[N+](C)C)C.[B-](F)(F)(F)F.CCN(C(C)C)C(C)C, predict the reaction product. (4) Given the reactants [NH2:1][C:2]1[C:3]([C:7]2[NH:21][C:10]3=[CH:11][C:12]4[C:13]([CH3:20])([CH3:19])[C:14](=[O:18])[NH:15][C:16]=4[CH:17]=[C:9]3[N:8]=2)=[N:4][NH:5][CH:6]=1.[C:22](OC(=O)C)(=[O:24])[CH3:23], predict the reaction product. The product is: [CH3:20][C:13]1([CH3:19])[C:12]2[CH:11]=[C:10]3[NH:21][C:7]([C:3]4[C:2]([NH:1][C:22](=[O:24])[CH3:23])=[CH:6][NH:5][N:4]=4)=[N:8][C:9]3=[CH:17][C:16]=2[NH:15][C:14]1=[O:18]. (5) Given the reactants [S:1]1[CH:5]=[CH:4][C:3]2[CH:6]=[C:7]([OH:10])[CH:8]=[CH:9][C:2]1=2.[Cl:11][CH2:12][CH2:13]OS(C1C=CC(C)=CC=1)(=O)=O.C(=O)([O-])[O-].[Cs+].[Cs+], predict the reaction product. The product is: [Cl:11][CH2:12][CH2:13][O:10][C:7]1[CH:8]=[CH:9][C:2]2[S:1][CH:5]=[CH:4][C:3]=2[CH:6]=1. (6) Given the reactants Cl[C:2]1[N:7]=[C:6]([NH:8][CH3:9])[N:5]=[C:4]([NH:10][CH2:11][C:12]#[CH:13])[N:3]=1.[CH:14]1([CH2:17][NH2:18])[CH2:16][CH2:15]1.C(NC1N=C(NC)N=C(NCC#C)N=1)C, predict the reaction product. The product is: [CH:14]1([CH2:17][NH:18][C:2]2[N:7]=[C:6]([NH:8][CH3:9])[N:5]=[C:4]([NH:10][CH2:11][C:12]#[CH:13])[N:3]=2)[CH2:16][CH2:15]1. (7) Given the reactants C1(P(C2CCCCC2)C2C=CC=CC=2C2C(C(C)C)=CC(C(C)C)=CC=2C(C)C)CCCCC1.[CH3:35][O:36][C:37]1[CH:38]=[C:39]([C:43]2[CH:44]=[N:45][C:46]([N:50]3[CH2:55][CH2:54][O:53][CH2:52][CH2:51]3)=[CH:47][C:48]=2[NH2:49])[CH:40]=[N:41][CH:42]=1.Cl[C:57]1[C:66]2[C:61](=[C:62]([Cl:68])[CH:63]=[CH:64][C:65]=2[F:67])[N:60]=[C:59]([C:69]2[CH:74]=[CH:73][CH:72]=[CH:71][N:70]=2)[C:58]=1[CH3:75].CC(C)([O-])C.[Na+], predict the reaction product. The product is: [Cl:68][C:62]1[CH:63]=[CH:64][C:65]([F:67])=[C:66]2[C:61]=1[N:60]=[C:59]([C:69]1[CH:74]=[CH:73][CH:72]=[CH:71][N:70]=1)[C:58]([CH3:75])=[C:57]2[NH:49][C:48]1[CH:47]=[C:46]([N:50]2[CH2:55][CH2:54][O:53][CH2:52][CH2:51]2)[N:45]=[CH:44][C:43]=1[C:39]1[CH:40]=[N:41][CH:42]=[C:37]([O:36][CH3:35])[CH:38]=1.